This data is from Catalyst prediction with 721,799 reactions and 888 catalyst types from USPTO. The task is: Predict which catalyst facilitates the given reaction. (1) Reactant: [C:1]([O:9]CC)(=O)[C:2]1[CH:7]=[CH:6][CH:5]=[CH:4][CH:3]=1.O.[NH2:13][NH2:14]. Product: [C:1]([NH:13][NH2:14])(=[O:9])[C:2]1[CH:7]=[CH:6][CH:5]=[CH:4][CH:3]=1. The catalyst class is: 8. (2) Product: [Cl:1][C:2]1[CH:7]=[C:6]([C:16]2[CH:15]=[CH:14][C:13]([F:12])=[CH:18][C:17]=2[F:19])[N:5]=[C:4]([NH2:9])[N:3]=1. Reactant: [Cl:1][C:2]1[CH:7]=[C:6](Cl)[N:5]=[C:4]([NH2:9])[N:3]=1.N#N.[F:12][C:13]1[CH:18]=[C:17]([F:19])[CH:16]=[CH:15][C:14]=1B(O)O.C(=O)([O-])[O-].[Na+].[Na+]. The catalyst class is: 438. (3) Reactant: Cl[C:2]1[CH:3]=[CH:4][C:5]([N+:9]([O-:11])=[O:10])=[C:6]([CH:8]=1)[NH2:7].CN(C=O)C.[CH3:17][S-:18].[Na+]. Product: [CH3:17][S:18][C:2]1[CH:3]=[CH:4][C:5]([N+:9]([O-:11])=[O:10])=[C:6]([CH:8]=1)[NH2:7]. The catalyst class is: 6.